Dataset: Forward reaction prediction with 1.9M reactions from USPTO patents (1976-2016). Task: Predict the product of the given reaction. (1) The product is: [F:1][C:2]([F:31])([F:30])[C:3]1[CH:4]=[C:5]([CH:23]=[C:24]([C:26]([F:29])([F:28])[F:27])[CH:25]=1)[CH2:6][N:7]([CH2:12][C:13]1[CH:18]=[C:17]([N+:19]([O-:21])=[O:20])[CH:16]=[CH:15][C:14]=1[C:39]1[CH:38]=[C:37]([CH:40]([CH3:42])[CH3:41])[CH:36]=[CH:35][C:34]=1[O:33][CH3:32])[C:8](=[O:11])[O:9][CH3:10]. Given the reactants [F:1][C:2]([F:31])([F:30])[C:3]1[CH:4]=[C:5]([CH:23]=[C:24]([C:26]([F:29])([F:28])[F:27])[CH:25]=1)[CH2:6][N:7]([CH2:12][C:13]1[CH:18]=[C:17]([N+:19]([O-:21])=[O:20])[CH:16]=[CH:15][C:14]=1Br)[C:8](=[O:11])[O:9][CH3:10].[CH3:32][O:33][C:34]1[CH:39]=[CH:38][C:37]([CH:40]([CH3:42])[CH3:41])=[CH:36][C:35]=1B(O)O.C(=O)([O-])[O-].[K+].[K+].CC(C)=O.O, predict the reaction product. (2) Given the reactants [CH:1]([C:4]1[C:13]2[O:12][CH2:11][CH2:10][O:9][C:8]=2[CH:7]=[CH:6][C:5]=1[O:14]C)([CH3:3])[CH3:2].B(Br)(Br)Br, predict the reaction product. The product is: [CH:1]([C:4]1[C:13]2[O:12][CH2:11][CH2:10][O:9][C:8]=2[CH:7]=[CH:6][C:5]=1[OH:14])([CH3:3])[CH3:2].